Dataset: Catalyst prediction with 721,799 reactions and 888 catalyst types from USPTO. Task: Predict which catalyst facilitates the given reaction. (1) Reactant: [F:1][C:2]1([CH2:6][N:7]2[CH2:12][CH2:11][CH:10]([CH2:13][O:14][C:15]3[CH:20]=[CH:19][C:18]([C:21]4[CH:26]=[CH:25][C:24](C(O)=O)=[CH:23][CH:22]=4)=[CH:17][CH:16]=3)[CH2:9][CH2:8]2)[CH2:5][CH2:4][CH2:3]1.CCN=C=NCCC[N:38]([CH3:40])C.C1C=CC2N([OH:50])N=NC=2C=1.CCN([CH:57]([CH3:59])C)C(C)C.[CH3:60][N:61]([CH:63]=[O:64])[CH3:62]. Product: [F:1][C:2]1([CH2:6][N:7]2[CH2:12][CH2:11][CH:10]([CH2:13][O:14][C:15]3[CH:20]=[CH:19][C:18]([C:21]4[C:26]([C:63]([N:61]5[CH2:62][CH2:59][CH2:57][C@H:60]5[C:40]([NH2:38])=[O:50])=[O:64])=[CH:25][CH:24]=[CH:23][CH:22]=4)=[CH:17][CH:16]=3)[CH2:9][CH2:8]2)[CH2:5][CH2:4][CH2:3]1. The catalyst class is: 6. (2) Product: [N:25]([C:2]1[C:11]2[N:12]=[C:13]([N:20]([CH3:24])[CH2:21][CH2:22][CH3:23])[N:14]([CH2:15][C:16]([CH3:19])([OH:18])[CH3:17])[C:10]=2[C:9]2[CH:8]=[CH:7][CH:6]=[CH:5][C:4]=2[N:3]=1)=[N+:26]=[N-:27]. The catalyst class is: 37. Reactant: Cl[C:2]1[C:11]2[N:12]=[C:13]([N:20]([CH3:24])[CH2:21][CH2:22][CH3:23])[N:14]([CH2:15][C:16]([CH3:19])([OH:18])[CH3:17])[C:10]=2[C:9]2[CH:8]=[CH:7][CH:6]=[CH:5][C:4]=2[N:3]=1.[N-:25]=[N+:26]=[N-:27].[Na+].O. (3) Reactant: Cl.[N+:2]([C:5]1[CH:14]=[CH:13][CH:12]=[C:11]2[C:6]=1[CH:7]=[CH:8][CH:9]=[C:10]2[NH2:15])([O-:4])=[O:3].O.[OH-].[Na+]. Product: [N+:2]([C:5]1[CH:14]=[CH:13][CH:12]=[C:11]2[C:6]=1[CH:7]=[CH:8][CH:9]=[C:10]2[NH2:15])([O-:4])=[O:3]. The catalyst class is: 13. (4) Reactant: [NH2:1][C:2]1[N:3]=[N:4][N:5]([CH2:7][CH2:8][CH2:9][CH2:10][N:11]2[CH:15]=[C:14]([C:16]([NH:18][CH2:19][C:20]3[CH:25]=[CH:24][CH:23]=[C:22]([O:26][C:27]([F:30])([F:29])[F:28])[CH:21]=3)=[O:17])[N:13]=[N:12]2)[CH:6]=1.[Cl:31][CH2:32][C:33](Cl)=[O:34].CCN(C(C)C)C(C)C.O. Product: [Cl:31][CH2:32][C:33]([NH:1][C:2]1[N:3]=[N:4][N:5]([CH2:7][CH2:8][CH2:9][CH2:10][N:11]2[CH:15]=[C:14]([C:16]([NH:18][CH2:19][C:20]3[CH:25]=[CH:24][CH:23]=[C:22]([O:26][C:27]([F:29])([F:28])[F:30])[CH:21]=3)=[O:17])[N:13]=[N:12]2)[CH:6]=1)=[O:34]. The catalyst class is: 3. (5) The catalyst class is: 10. Product: [Br:1][C:2]1[CH:3]=[C:4]([N:13]([CH:14]2[CH2:18][CH2:17][CH2:16][CH2:15]2)[CH3:19])[C:5]([CH3:12])=[C:6]([CH:11]=1)[C:7]([O:9][CH3:10])=[O:8]. Reactant: [Br:1][C:2]1[CH:3]=[C:4]([NH:13][CH:14]2[CH2:18][CH2:17][CH2:16][CH2:15]2)[C:5]([CH3:12])=[C:6]([CH:11]=1)[C:7]([O:9][CH3:10])=[O:8].[C:19]([O-])([O-])=O.[Cs+].[Cs+].CI.